This data is from Forward reaction prediction with 1.9M reactions from USPTO patents (1976-2016). The task is: Predict the product of the given reaction. (1) The product is: [Br:9][CH2:1][C:2]1[S:3][CH:4]=[CH:5][C:6]=1[C:7]#[N:8]. Given the reactants [CH3:1][C:2]1[S:3][CH:4]=[CH:5][C:6]=1[C:7]#[N:8].[Br:9]N1C(=O)CCC1=O, predict the reaction product. (2) Given the reactants [CH:1]([C:3]1[CH:8]=[CH:7][C:6]([C:9]2[C:14]([C:15]3[CH:20]=[CH:19][CH:18]=[CH:17][CH:16]=3)=[CH:13][N:12]3[C:21]([C:24]#N)=[CH:22][N:23]=[C:11]3[N:10]=2)=[CH:5][CH:4]=1)=[O:2].C[Zn]Cl, predict the reaction product. The product is: [CH3:24][C:21]1[N:12]2[CH:13]=[C:14]([C:15]3[CH:20]=[CH:19][CH:18]=[CH:17][CH:16]=3)[C:9]([C:6]3[CH:7]=[CH:8][C:3]([CH:1]=[O:2])=[CH:4][CH:5]=3)=[N:10][C:11]2=[N:23][CH:22]=1. (3) Given the reactants FC(F)(F)C1C=C(NC(=O)NC2C=CC(C3SC(CCC(O)=O)=NC=3)=CC=2)C=CC=1.[Cl:31][C:32]1[CH:37]=[CH:36][CH:35]=[CH:34][C:33]=1[NH:38][C:39](=[O:59])[NH:40][C:41]1[CH:46]=[CH:45][C:44]([C:47]2[S:51][C:50]([CH2:52][CH2:53][CH2:54][C:55]([O:57]C)=[O:56])=[N:49][CH:48]=2)=[CH:43][CH:42]=1, predict the reaction product. The product is: [Cl:31][C:32]1[CH:37]=[CH:36][CH:35]=[CH:34][C:33]=1[NH:38][C:39](=[O:59])[NH:40][C:41]1[CH:42]=[CH:43][C:44]([C:47]2[S:51][C:50]([CH2:52][CH2:53][CH2:54][C:55]([OH:57])=[O:56])=[N:49][CH:48]=2)=[CH:45][CH:46]=1.